From a dataset of Reaction yield outcomes from USPTO patents with 853,638 reactions. Predict the reaction yield, written as a fraction of the theoretical maximum amount of product (1.0 means a 100% yield; for example, 0.34 means a 34% yield). (1) The reactants are [CH2:1]([O:8][C:9]1[CH:10]=[C:11]2[C:15](=[CH:16][C:17]=1[O:18][CH3:19])[NH:14][CH:13]=[CH:12]2)[C:2]1[CH:7]=[CH:6][CH:5]=[CH:4][CH:3]=1.[C:20](Cl)(=[O:24])[C:21](Cl)=[O:22].C[CH2:27][O:28]CC. No catalyst specified. The product is [CH2:1]([O:8][C:9]1[CH:10]=[C:11]2[C:15](=[CH:16][C:17]=1[O:18][CH3:19])[NH:14][CH:13]=[C:12]2[C:20](=[O:24])[C:21]([O:28][CH3:27])=[O:22])[C:2]1[CH:3]=[CH:4][CH:5]=[CH:6][CH:7]=1. The yield is 0.820. (2) The reactants are Cl[C:2]1[CH:3]=[C:4]([C:10]([NH:12][C@H:13]([C:18]2[CH:23]=[CH:22][CH:21]=[CH:20][C:19]=2[Cl:24])[CH2:14][C:15]([OH:17])=[O:16])=[O:11])[CH:5]=[N:6][C:7]=1[O:8][CH3:9].O. The catalyst is CN(C=O)C.C1(B(O)O)C=CC=CC=1.C([O-])([O-])=O.[Na+].[Na+]. The product is [Cl:24][C:19]1[CH:20]=[CH:21][CH:22]=[CH:23][C:18]=1[C@@H:13]([NH:12][C:10]([C:4]1[CH:5]=[N:6][C:7]([O:8][CH3:9])=[C:2]([C:18]2[CH:23]=[CH:22][CH:21]=[CH:20][CH:19]=2)[CH:3]=1)=[O:11])[CH2:14][C:15]([OH:17])=[O:16]. The yield is 0.290. (3) The reactants are Cl.[CH3:2][N:3]1[C:11](=[O:12])[C:10]2[N:9]([C@@H:13]([CH3:17])[C:14]([OH:16])=O)[CH:8]=[N:7][C:6]=2[N:5]([CH3:18])[C:4]1=[O:19].[CH3:20][C@H:21]1[CH2:25][CH2:24][CH2:23][N:22]1[C:26]1[N:31]=[CH:30][C:29]([C:32]2[N:37]=[C:36]([NH2:38])[CH:35]=[N:34][CH:33]=2)=[CH:28][N:27]=1.C1C=NC2N(O)N=NC=2C=1.N1C=CC=CC=1.CC(C)N=C=NC(C)C. The catalyst is C(Cl)Cl. The product is [CH3:2][N:3]1[C:11](=[O:12])[C:10]2[N:9]([C@@H:13]([CH3:17])[C:14]([NH:38][C:36]3[CH:35]=[N:34][CH:33]=[C:32]([C:29]4[CH:28]=[N:27][C:26]([N:22]5[CH2:23][CH2:24][CH2:25][C@@H:21]5[CH3:20])=[N:31][CH:30]=4)[N:37]=3)=[O:16])[CH:8]=[N:7][C:6]=2[N:5]([CH3:18])[C:4]1=[O:19]. The yield is 0.470. (4) The reactants are [CH2:1]([NH:4][CH2:5][CH:6]=[CH2:7])[CH:2]=[CH2:3].C(N(CC)CC)C.[C:15](Cl)(=[O:21])[CH2:16][CH2:17][CH2:18][CH2:19][CH3:20]. The catalyst is ClCCl. The product is [CH2:1]([N:4]([CH2:5][CH:6]=[CH2:7])[C:15](=[O:21])[CH2:16][CH2:17][CH2:18][CH2:19][CH3:20])[CH:2]=[CH2:3]. The yield is 0.640. (5) The yield is 0.910. The reactants are [Cl:1][C:2]1[C:7]([CH2:8]C(N(OC)C)=O)=[CH:6][CH:5]=[C:4]([CH3:15])[N:3]=1.[H-].C([Al+]CC(C)C)C(C)C.[OH-:26].[Na+]. The catalyst is ClCCl. The product is [Cl:1][C:2]1[N:3]=[C:4]([CH3:15])[CH:5]=[CH:6][C:7]=1[CH:8]=[O:26]. (6) The reactants are S(Cl)(Cl)=O.[Br:5][C:6]1[CH:7]=[C:8]([C:13](=[O:29])[CH2:14][C:15]([C:21]2[CH:26]=[C:25]([Cl:27])[CH:24]=[C:23]([Cl:28])[CH:22]=2)(O)[C:16]([F:19])([F:18])[F:17])[CH:9]=[CH:10][C:11]=1[F:12].N1C=CC=CC=1.Cl. The catalyst is C1(C)C=CC=CC=1. The product is [Br:5][C:6]1[CH:7]=[C:8]([C:13](=[O:29])[CH:14]=[C:15]([C:21]2[CH:22]=[C:23]([Cl:28])[CH:24]=[C:25]([Cl:27])[CH:26]=2)[C:16]([F:17])([F:18])[F:19])[CH:9]=[CH:10][C:11]=1[F:12]. The yield is 0.970.